Dataset: Reaction yield outcomes from USPTO patents with 853,638 reactions. Task: Predict the reaction yield, written as a fraction of the theoretical maximum amount of product (1.0 means a 100% yield; for example, 0.34 means a 34% yield). (1) The reactants are F[C:2]1[CH:7]=[CH:6][C:5]([N+:8]([O-:10])=[O:9])=[CH:4][C:3]=1[CH3:11].[OH:12][CH:13]1[CH2:18][CH2:17][NH:16][CH2:15][CH2:14]1.C(=O)([O-])[O-].[K+].[K+]. The catalyst is CN(C)C=O. The product is [CH3:11][C:3]1[CH:4]=[C:5]([N+:8]([O-:10])=[O:9])[CH:6]=[CH:7][C:2]=1[N:16]1[CH2:17][CH2:18][CH:13]([OH:12])[CH2:14][CH2:15]1. The yield is 0.630. (2) The reactants are [F:1][C:2]1[CH:3]=[C:4]2[C:9](=[CH:10][CH:11]=1)[N:8]=[C:7]([NH:12][C:13](=[O:17])OCC)[C:6]([O:18][CH3:19])=[N:5]2.[C:20]1([N:26]2[CH2:31][CH2:30][NH:29][CH2:28][CH2:27]2)[CH:25]=[CH:24][CH:23]=[CH:22][CH:21]=1.C1CCN2C(=NCCC2)CC1. The catalyst is O1CCCC1. The product is [F:1][C:2]1[CH:3]=[C:4]2[C:9](=[CH:10][CH:11]=1)[N:8]=[C:7]([NH:12][C:13]([N:29]1[CH2:30][CH2:31][N:26]([C:20]3[CH:25]=[CH:24][CH:23]=[CH:22][CH:21]=3)[CH2:27][CH2:28]1)=[O:17])[C:6]([O:18][CH3:19])=[N:5]2. The yield is 0.830. (3) The reactants are [CH3:1][N:2]1[C:6]([NH2:7])=[CH:5][C:4]([CH3:8])=[N:3]1.C1N=CN([C:14](N2C=NC=C2)=[O:15])C=1.[NH2:21][C:22]1[CH:23]=[C:24]([CH:41]=[CH:42][C:43]=1[CH3:44])[O:25][C:26]1[CH:27]=[CH:28][C:29]2[N:30]([CH:32]=[C:33]([NH:35][C:36]([CH:38]3[CH2:40][CH2:39]3)=[O:37])[N:34]=2)[N:31]=1.O. The catalyst is CN(C)C=O. The product is [CH3:1][N:2]1[C:6]([NH:7][C:14]([NH:21][C:22]2[CH:23]=[C:24]([CH:41]=[CH:42][C:43]=2[CH3:44])[O:25][C:26]2[CH:27]=[CH:28][C:29]3[N:30]([CH:32]=[C:33]([NH:35][C:36]([CH:38]4[CH2:40][CH2:39]4)=[O:37])[N:34]=3)[N:31]=2)=[O:15])=[CH:5][C:4]([CH3:8])=[N:3]1. The yield is 0.200.